From a dataset of Forward reaction prediction with 1.9M reactions from USPTO patents (1976-2016). Predict the product of the given reaction. (1) Given the reactants Br[CH2:2]/[CH:3]=[CH:4]/[C:5]([NH:7][C:8]1[CH:9]=[C:10]2[C:15](=[CH:16][C:17]=1[O:18][CH3:19])[N:14]=[CH:13][N:12]=[C:11]2[NH:20][C:21]1[CH:26]=[CH:25][C:24]([F:27])=[C:23]([Cl:28])[CH:22]=1)=[O:6].[CH2:29]1[CH:33]2[CH2:34][NH:35][CH2:36][CH:32]2[CH2:31][O:30]1.CCN(C(C)C)C(C)C.O, predict the reaction product. The product is: [Cl:28][C:23]1[CH:22]=[C:21]([NH:20][C:11]2[C:10]3[C:15](=[CH:16][C:17]([O:18][CH3:19])=[C:8]([NH:7][C:5](=[O:6])/[CH:4]=[CH:3]/[CH2:2][N:35]4[CH2:36][CH:32]5[CH2:31][O:30][CH2:29][CH:33]5[CH2:34]4)[CH:9]=3)[N:14]=[CH:13][N:12]=2)[CH:26]=[CH:25][C:24]=1[F:27]. (2) Given the reactants BrCCCOC1C=CC=CC=1.[C:12]1([OH:18])[CH:17]=[CH:16][CH:15]=[CH:14][CH:13]=1.Br[CH2:20][C:21]([O:23][CH2:24][CH3:25])=[O:22].C(=O)([O-])[O-].[K+].[K+], predict the reaction product. The product is: [O:18]([CH2:20][C:21]([O:23][CH2:24][CH3:25])=[O:22])[C:12]1[CH:17]=[CH:16][CH:15]=[CH:14][CH:13]=1.